This data is from NCI-60 drug combinations with 297,098 pairs across 59 cell lines. The task is: Regression. Given two drug SMILES strings and cell line genomic features, predict the synergy score measuring deviation from expected non-interaction effect. (1) Drug 1: B(C(CC(C)C)NC(=O)C(CC1=CC=CC=C1)NC(=O)C2=NC=CN=C2)(O)O. Drug 2: N.N.Cl[Pt+2]Cl. Cell line: NCIH23. Synergy scores: CSS=74.2, Synergy_ZIP=-0.745, Synergy_Bliss=-0.872, Synergy_Loewe=-3.36, Synergy_HSA=1.53. (2) Drug 1: CCCCCOC(=O)NC1=NC(=O)N(C=C1F)C2C(C(C(O2)C)O)O. Drug 2: CN(CCCl)CCCl.Cl. Cell line: PC-3. Synergy scores: CSS=11.2, Synergy_ZIP=-4.59, Synergy_Bliss=-2.48, Synergy_Loewe=-14.9, Synergy_HSA=-3.30. (3) Drug 1: C(=O)(N)NO. Drug 2: C1CCC(C(C1)N)N.C(=O)(C(=O)[O-])[O-].[Pt+4]. Cell line: SF-539. Synergy scores: CSS=17.4, Synergy_ZIP=-3.08, Synergy_Bliss=2.82, Synergy_Loewe=-3.54, Synergy_HSA=4.31. (4) Drug 1: CC1=C(N=C(N=C1N)C(CC(=O)N)NCC(C(=O)N)N)C(=O)NC(C(C2=CN=CN2)OC3C(C(C(C(O3)CO)O)O)OC4C(C(C(C(O4)CO)O)OC(=O)N)O)C(=O)NC(C)C(C(C)C(=O)NC(C(C)O)C(=O)NCCC5=NC(=CS5)C6=NC(=CS6)C(=O)NCCC[S+](C)C)O. Drug 2: C1CC(=O)NC(=O)C1N2C(=O)C3=CC=CC=C3C2=O. Cell line: RXF 393. Synergy scores: CSS=11.2, Synergy_ZIP=-0.403, Synergy_Bliss=-0.564, Synergy_Loewe=-7.12, Synergy_HSA=0.210. (5) Drug 1: C1=CN(C(=O)N=C1N)C2C(C(C(O2)CO)O)O.Cl. Drug 2: C1CC(C1)(C(=O)O)C(=O)O.[NH2-].[NH2-].[Pt+2]. Cell line: NCI/ADR-RES. Synergy scores: CSS=47.8, Synergy_ZIP=-3.16, Synergy_Bliss=-5.12, Synergy_Loewe=-10.1, Synergy_HSA=-1.36.